From a dataset of Reaction yield outcomes from USPTO patents with 853,638 reactions. Predict the reaction yield, written as a fraction of the theoretical maximum amount of product (1.0 means a 100% yield; for example, 0.34 means a 34% yield). (1) The reactants are [F:1][C:2]1[CH:3]=[C:4]([CH:6]=[CH:7][C:8]=1[O:9][CH3:10])[NH2:5].Cl.[N:12]([O-])=O.[Na+].O.O.[Sn](Cl)Cl. The catalyst is O. The product is [F:1][C:2]1[CH:3]=[C:4]([NH:5][NH2:12])[CH:6]=[CH:7][C:8]=1[O:9][CH3:10]. The yield is 0.500. (2) The catalyst is C(O)(C(F)(F)F)=O. The yield is 0.980. The product is [CH3:1][O:2][C:3]1[CH:4]=[CH:5][C:6]([CH2:9][C:11]2[S:12][C:13]([C:16]3[CH:21]=[CH:20][CH:19]=[CH:18][CH:17]=3)=[CH:14][CH:15]=2)=[CH:7][CH:8]=1. The reactants are [CH3:1][O:2][C:3]1[CH:8]=[CH:7][C:6]([CH:9]([C:11]2[S:12][C:13]([C:16]3[CH:21]=[CH:20][CH:19]=[CH:18][CH:17]=3)=[CH:14][CH:15]=2)O)=[CH:5][CH:4]=1.C([SiH](CC)CC)C. (3) The reactants are Br.[N:2]1[CH:7]=[CH:6][CH:5]=[C:4]([O:8][C:9]2[CH:14]=[CH:13][C:12]([C:15]3[O:19][C:18]([NH2:20])=[N:17][N:16]=3)=[CH:11][CH:10]=2)[CH:3]=1.[CH3:21][O:22][C:23]1[CH:31]=[CH:30][C:26]([C:27](Cl)=[O:28])=[CH:25][C:24]=1[C:32]([F:35])([F:34])[F:33]. The catalyst is N1C=CC=CC=1.CO. The product is [CH3:21][O:22][C:23]1[CH:31]=[CH:30][C:26]([C:27]([NH:20][C:18]2[O:19][C:15]([C:12]3[CH:11]=[CH:10][C:9]([O:8][C:4]4[CH:3]=[N:2][CH:7]=[CH:6][CH:5]=4)=[CH:14][CH:13]=3)=[N:16][N:17]=2)=[O:28])=[CH:25][C:24]=1[C:32]([F:33])([F:34])[F:35]. The yield is 0.162. (4) The yield is 0.390. The product is [NH2:8][C:9]1[CH:14]=[C:13]([O:15][C:16]2[CH:21]=[CH:20][C:19]([NH:22][C:23]([C:25]3([C:28]([NH:30][C:31]4[CH:32]=[CH:33][C:34]([F:37])=[CH:35][CH:36]=4)=[O:29])[CH2:27][CH2:26]3)=[O:24])=[C:18]([F:38])[CH:17]=2)[CH:12]=[CH:11][N:10]=1. The catalyst is C(Cl)Cl. The reactants are COC1C=CC(C[NH:8][C:9]2[CH:14]=[C:13]([O:15][C:16]3[CH:21]=[CH:20][C:19]([NH:22][C:23]([C:25]4([C:28]([NH:30][C:31]5[CH:36]=[CH:35][C:34]([F:37])=[CH:33][CH:32]=5)=[O:29])[CH2:27][CH2:26]4)=[O:24])=[C:18]([F:38])[CH:17]=3)[CH:12]=[CH:11][N:10]=2)=CC=1.FC(F)(F)C(O)=O. (5) The reactants are [I:1][C:2]1[CH:3]=[C:4]([CH:8]=[CH:9][C:10]=1[CH3:11])[C:5]([OH:7])=O.CCN(C(C)C)C(C)C.[CH3:21][C:22]1[N:23]=[CH:24][N:25]([C:27]2[CH:28]=[C:29]([CH:31]=[C:32]([C:34]([F:37])([F:36])[F:35])[CH:33]=2)[NH2:30])[CH:26]=1. The catalyst is O=S(Cl)Cl.CN(C1C=CN=CC=1)C.C1COCC1. The product is [I:1][C:2]1[CH:3]=[C:4]([CH:8]=[CH:9][C:10]=1[CH3:11])[C:5]([NH:30][C:29]1[CH:31]=[C:32]([C:34]([F:35])([F:36])[F:37])[CH:33]=[C:27]([N:25]2[CH:26]=[C:22]([CH3:21])[N:23]=[CH:24]2)[CH:28]=1)=[O:7]. The yield is 0.843. (6) The reactants are [C:17]1(=[O:22])N(C2C(=O)OC3C(C=2)=CC(N2[C:20](=[O:21])[CH:19]=[CH:18][C:17]2=[O:22])=CC=3)[C:20](=[O:21])[CH:19]=[CH:18]1.[NH2:26][C:27]1[C:36]2[C:31](=[C:32]([NH2:37])[CH:33]=[CH:34][CH:35]=2)[CH:30]=[CH:29][CH:28]=1.[C:38]1(=O)[O:43][C:41](=[O:42])[CH:40]=[CH:39]1.C(OC(=O)C)(=O)C.C([O-])(=O)C.[Na+]. The catalyst is C(Cl)(Cl)Cl. The product is [C:20]1(=[O:21])[N:26]([C:27]2[C:36]3[C:31](=[C:32]([N:37]4[C:41](=[O:42])[CH:40]=[CH:39][C:38]4=[O:43])[CH:33]=[CH:34][CH:35]=3)[CH:30]=[CH:29][CH:28]=2)[C:17](=[O:22])[CH:18]=[CH:19]1. The yield is 0.710. (7) The reactants are [Cl:1][C:2]1[N:7]=[C:6]([CH3:8])[C:5]([NH2:9])=[CH:4][N:3]=1.C(N(CC)CC)C.[C:17](O[C:17]([O:19][C:20]([CH3:23])([CH3:22])[CH3:21])=[O:18])([O:19][C:20]([CH3:23])([CH3:22])[CH3:21])=[O:18]. The catalyst is C(Cl)Cl. The product is [Cl:1][C:2]1[N:7]=[C:6]([CH3:8])[C:5]([NH:9][C:17](=[O:18])[O:19][C:20]([CH3:23])([CH3:22])[CH3:21])=[CH:4][N:3]=1. The yield is 0.510. (8) The reactants are [CH3:1][C:2]1[N:3]([C:8]2[CH:13]=[C:12]([CH3:14])[CH:11]=[C:10]([CH3:15])[N:9]=2)[C:4]([CH3:7])=[CH:5][CH:6]=1.[Li]CCCC.Cl[Si:22]([CH3:25])([CH3:24])[CH3:23]. The catalyst is C1COCC1. The product is [CH3:7][C:4]1[N:3]([C:8]2[CH:13]=[C:12]([CH3:14])[CH:11]=[C:10]([CH2:15][Si:22]([CH3:25])([CH3:24])[CH3:23])[N:9]=2)[C:2]([CH3:1])=[CH:6][CH:5]=1. The yield is 0.950.